Dataset: Full USPTO retrosynthesis dataset with 1.9M reactions from patents (1976-2016). Task: Predict the reactants needed to synthesize the given product. (1) Given the product [Cl:1][C:2]1[CH:3]=[CH:4][C:5]([CH2:8][O:9][C:10]2[CH:15]=[CH:14][N:13]([C:16]3[CH:21]=[CH:20][C:19]4[C:22]5[CH2:28][CH2:27][NH:26][CH2:25][CH2:24][C:23]=5[O:36][C:18]=4[CH:17]=3)[C:12](=[O:37])[CH:11]=2)=[N:6][CH:7]=1, predict the reactants needed to synthesize it. The reactants are: [Cl:1][C:2]1[CH:3]=[CH:4][C:5]([CH2:8][O:9][C:10]2[CH:15]=[CH:14][N:13]([C:16]3[CH:21]=[CH:20][C:19]4[C:22]5[CH2:28][CH2:27][N:26](C(OC(C)(C)C)=O)[CH2:25][CH2:24][C:23]=5[O:36][C:18]=4[CH:17]=3)[C:12](=[O:37])[CH:11]=2)=[N:6][CH:7]=1.Cl.C([O-])(O)=O.[Na+]. (2) Given the product [F:22][C:16]1[CH:17]=[C:18]([F:21])[CH:19]=[CH:20][C:15]=1[C:13]1[C:12]([F:23])=[CH:11][N:10]=[C:9]([NH:30][C:29]2[CH:31]=[C:32]([C:34]([F:35])([F:36])[F:37])[CH:33]=[C:27]([CH2:26][S:25][CH3:24])[CH:28]=2)[N:14]=1, predict the reactants needed to synthesize it. The reactants are: Cl.O1CCOCC1.Cl[C:9]1[N:14]=[C:13]([C:15]2[CH:20]=[CH:19][C:18]([F:21])=[CH:17][C:16]=2[F:22])[C:12]([F:23])=[CH:11][N:10]=1.[CH3:24][S:25][CH2:26][C:27]1[CH:28]=[C:29]([CH:31]=[C:32]([C:34]([F:37])([F:36])[F:35])[CH:33]=1)[NH2:30]. (3) Given the product [Br:1][C:2]1[CH:3]=[C:4]2[C:9](=[CH:10][CH:11]=1)[N:8]=[C:7]([Cl:20])[CH:6]=[N:5]2, predict the reactants needed to synthesize it. The reactants are: [Br:1][C:2]1[CH:3]=[C:4]2[C:9](=[CH:10][CH:11]=1)[NH:8][C:7](=O)[CH:6]=[N:5]2.CN(C=O)C.O=P(Cl)(Cl)[Cl:20]. (4) Given the product [CH2:28]([O:17][C:16]1[C:7]([CH2:6][C:5]2[CH:4]=[CH:3][C:2]([F:1])=[CH:26][CH:25]=2)=[C:8]2[C:13](=[CH:14][CH:15]=1)[N:12]([CH3:18])[C:11](=[O:19])[N:10]([CH2:20][CH2:21][CH2:22][OH:23])[C:9]2=[O:24])[CH2:29][CH2:30][CH3:31], predict the reactants needed to synthesize it. The reactants are: [F:1][C:2]1[CH:26]=[CH:25][C:5]([CH2:6][C:7]2[C:16]([OH:17])=[CH:15][CH:14]=[C:13]3[C:8]=2[C:9](=[O:24])[N:10]([CH2:20][CH2:21][CH2:22][OH:23])[C:11](=[O:19])[N:12]3[CH3:18])=[CH:4][CH:3]=1.Br[CH2:28][CH2:29][CH2:30][CH3:31].C([O-])([O-])=O.[K+].[K+].CCCC[N+](CCCC)(CCCC)CCCC.[F-]. (5) Given the product [Na+:71].[Na+:71].[Na+:71].[C:1]([CH2:4][CH2:5][CH2:6][CH2:7][CH2:8][N:9]1[C:17]2[C:12](=[CH:13][C:14]([S:18]([OH:21])(=[O:20])=[O:19])=[CH:15][CH:16]=2)[C:11]([CH3:29])([CH2:22][CH2:23][CH2:24][S:25]([OH:28])(=[O:26])=[O:27])/[C:10]/1=[CH:30]\[CH:31]=[CH:32]\[CH:33]=[CH:66]\[C:46]1[C:47]([CH3:65])([CH2:58][CH2:59][CH2:60][S:61]([OH:64])(=[O:63])=[O:62])[C:48]2[C:53](=[CH:52][CH:51]=[C:50]([S:54]([OH:57])(=[O:55])=[O:56])[CH:49]=2)[N+:45]=1[CH2:44][CH2:43][O:42][CH3:41])([OH:3])=[O:2], predict the reactants needed to synthesize it. The reactants are: [C:1]([CH2:4][CH2:5][CH2:6][CH2:7][CH2:8][N+:9]1[C:17]2[C:12](=[CH:13][C:14]([S:18]([OH:21])(=[O:20])=[O:19])=[CH:15][CH:16]=2)[C:11]([CH3:29])([CH2:22][CH2:23][CH2:24][S:25]([OH:28])(=[O:27])=[O:26])[C:10]=1/[CH:30]=[CH:31]/[CH:32]=[CH:33]/NC1C=CC=CC=1)([OH:3])=[O:2].[CH3:41][O:42][CH2:43][CH2:44][N+:45]1[C:53]2[C:48](=[CH:49][C:50]([S:54]([OH:57])(=[O:56])=[O:55])=[CH:51][CH:52]=2)[C:47]([CH3:65])([CH2:58][CH2:59][CH2:60][S:61]([OH:64])(=[O:63])=[O:62])[C:46]=1[CH3:66].C([O-])(=O)C.[Na+:71].C(OCC)C. (6) The reactants are: [CH3:1][C:2]1[CH:7]=[C:6]([CH3:8])[CH:5]=[C:4]([CH3:9])[C:3]=1[OH:10].[H-].[Na+].[CH2:13]([N:20]1[C:24]2[N:25]=[C:26]([NH2:30])[N:27]=[C:28](Cl)[C:23]=2[CH:22]=[CH:21]1)[C:14]1[CH:19]=[CH:18][CH:17]=[CH:16][CH:15]=1. Given the product [CH2:13]([N:20]1[C:24]2[N:25]=[C:26]([NH2:30])[N:27]=[C:28]([O:10][C:3]3[C:4]([CH3:9])=[CH:5][C:6]([CH3:8])=[CH:7][C:2]=3[CH3:1])[C:23]=2[CH:22]=[CH:21]1)[C:14]1[CH:15]=[CH:16][CH:17]=[CH:18][CH:19]=1, predict the reactants needed to synthesize it. (7) Given the product [Br:5][C:6]1[C:7]([Cl:15])=[C:8]([OH:13])[CH:9]=[C:10]([Cl:12])[CH:11]=1, predict the reactants needed to synthesize it. The reactants are: B(Br)(Br)Br.[Br:5][C:6]1[CH:11]=[C:10]([Cl:12])[CH:9]=[C:8]([O:13]C)[C:7]=1[Cl:15]. (8) The reactants are: [Br:1][C:2]1[CH:7]=[CH:6][C:5]([S:8]([NH:11][C:12]2[CH:17]=[C:16]([N+:18]([O-])=O)[CH:15]=[CH:14][C:13]=2[O:21][CH3:22])(=[O:10])=[O:9])=[CH:4][CH:3]=1.C([O-])=O.[NH4+].O. Given the product [NH2:18][C:16]1[CH:15]=[CH:14][C:13]([O:21][CH3:22])=[C:12]([NH:11][S:8]([C:5]2[CH:4]=[CH:3][C:2]([Br:1])=[CH:7][CH:6]=2)(=[O:10])=[O:9])[CH:17]=1, predict the reactants needed to synthesize it. (9) Given the product [NH2:26][CH2:25][C@@H:24]([C:21]1[CH:20]=[CH:19][C:18]([C:4]2[C:5]3[C:6]4[CH:17]=[CH:16][S:15][C:7]=4[C:8](=[O:14])[NH:9][C:10]=3[C:11]([CH3:13])=[CH:12][C:3]=2[O:2][CH3:1])=[CH:23][CH:22]=1)[CH2:34][CH3:35], predict the reactants needed to synthesize it. The reactants are: [CH3:1][O:2][C:3]1[CH:12]=[C:11]([CH3:13])[C:10]2[NH:9][C:8](=[O:14])[C:7]3[S:15][CH:16]=[CH:17][C:6]=3[C:5]=2[C:4]=1[C:18]1[CH:23]=[CH:22][C:21]([C@@H:24]([CH2:34][CH3:35])[CH2:25][NH:26]C(=O)OC(C)(C)C)=[CH:20][CH:19]=1.Cl.